This data is from Catalyst prediction with 721,799 reactions and 888 catalyst types from USPTO. The task is: Predict which catalyst facilitates the given reaction. (1) Reactant: CO.[CH:3]1([C:9]2[C:17]3[C:16](=[O:18])[NH:15][C:14]([C:19]4[CH:30]=[CH:29][C:22]([O:23][CH2:24][C:25]([O:27]C)=[O:26])=[CH:21][C:20]=4[O:31][CH3:32])=[N:13][C:12]=3[N:11]([CH3:33])[N:10]=2)[CH2:8][CH2:7][CH2:6][CH2:5][CH2:4]1.[OH-].[Na+].Cl. Product: [CH:3]1([C:9]2[C:17]3[C:16](=[O:18])[NH:15][C:14]([C:19]4[CH:30]=[CH:29][C:22]([O:23][CH2:24][C:25]([OH:27])=[O:26])=[CH:21][C:20]=4[O:31][CH3:32])=[N:13][C:12]=3[N:11]([CH3:33])[N:10]=2)[CH2:4][CH2:5][CH2:6][CH2:7][CH2:8]1. The catalyst class is: 6. (2) Reactant: [CH2:1]([N:5]([CH2:19][CH2:20][CH2:21][CH3:22])[CH2:6][CH2:7][CH2:8][O:9][C:10]1[CH:18]=[CH:17][C:13]([C:14](Cl)=[O:15])=[CH:12][CH:11]=1)[CH2:2][CH2:3][CH3:4].[OH-].[NH4+:24].C(=O)([O-])[O-].[K+].[K+]. Product: [CH2:1]([N:5]([CH2:19][CH2:20][CH2:21][CH3:22])[CH2:6][CH2:7][CH2:8][O:9][C:10]1[CH:18]=[CH:17][C:13]([C:14]([NH2:24])=[O:15])=[CH:12][CH:11]=1)[CH2:2][CH2:3][CH3:4]. The catalyst class is: 81. (3) Reactant: [CH:1]([O:4][C:5]([N:7]1[CH2:12][CH2:11][CH:10]([O:13][C@@H:14]([C:16]([OH:18])=O)[CH3:15])[CH2:9][CH2:8]1)=[O:6])([CH3:3])[CH3:2].CC[N:21]=C=NCCCN(C)C.C1C=CC2N(O)N=NC=2C=1.N.O1CCOCC1. Product: [CH:1]([O:4][C:5]([N:7]1[CH2:12][CH2:11][CH:10]([O:13][C@@H:14]([C:16](=[O:18])[NH2:21])[CH3:15])[CH2:9][CH2:8]1)=[O:6])([CH3:3])[CH3:2]. The catalyst class is: 1.